From a dataset of NCI-60 drug combinations with 297,098 pairs across 59 cell lines. Regression. Given two drug SMILES strings and cell line genomic features, predict the synergy score measuring deviation from expected non-interaction effect. (1) Drug 1: CC1=C(C=C(C=C1)NC2=NC=CC(=N2)N(C)C3=CC4=NN(C(=C4C=C3)C)C)S(=O)(=O)N.Cl. Drug 2: CN(C(=O)NC(C=O)C(C(C(CO)O)O)O)N=O. Cell line: TK-10. Synergy scores: CSS=-5.64, Synergy_ZIP=-0.840, Synergy_Bliss=-8.60, Synergy_Loewe=-8.16, Synergy_HSA=-8.79. (2) Drug 1: COC1=C2C(=CC3=C1OC=C3)C=CC(=O)O2. Drug 2: CC(C)CN1C=NC2=C1C3=CC=CC=C3N=C2N. Cell line: ACHN. Synergy scores: CSS=-4.60, Synergy_ZIP=1.69, Synergy_Bliss=0.188, Synergy_Loewe=-4.26, Synergy_HSA=-5.75. (3) Drug 1: CC1CCC2CC(C(=CC=CC=CC(CC(C(=O)C(C(C(=CC(C(=O)CC(OC(=O)C3CCCCN3C(=O)C(=O)C1(O2)O)C(C)CC4CCC(C(C4)OC)OCCO)C)C)O)OC)C)C)C)OC. Drug 2: C1=NNC2=C1C(=O)NC=N2. Cell line: OVCAR-8. Synergy scores: CSS=0.142, Synergy_ZIP=-3.82, Synergy_Bliss=-2.00, Synergy_Loewe=-16.8, Synergy_HSA=-4.78. (4) Drug 1: CC(C)(C#N)C1=CC(=CC(=C1)CN2C=NC=N2)C(C)(C)C#N. Drug 2: C1=NC(=NC(=O)N1C2C(C(C(O2)CO)O)O)N. Cell line: SN12C. Synergy scores: CSS=1.83, Synergy_ZIP=-3.85, Synergy_Bliss=-7.31, Synergy_Loewe=-11.6, Synergy_HSA=-9.27. (5) Drug 1: CS(=O)(=O)CCNCC1=CC=C(O1)C2=CC3=C(C=C2)N=CN=C3NC4=CC(=C(C=C4)OCC5=CC(=CC=C5)F)Cl. Drug 2: C1CCC(C(C1)N)N.C(=O)(C(=O)[O-])[O-].[Pt+4]. Cell line: NCI-H460. Synergy scores: CSS=28.6, Synergy_ZIP=1.89, Synergy_Bliss=2.38, Synergy_Loewe=-21.6, Synergy_HSA=-1.55. (6) Drug 1: C1C(C(OC1N2C=NC3=C(N=C(N=C32)Cl)N)CO)O. Drug 2: CCC1(CC2CC(C3=C(CCN(C2)C1)C4=CC=CC=C4N3)(C5=C(C=C6C(=C5)C78CCN9C7C(C=CC9)(C(C(C8N6C)(C(=O)OC)O)OC(=O)C)CC)OC)C(=O)OC)O.OS(=O)(=O)O. Cell line: MALME-3M. Synergy scores: CSS=7.59, Synergy_ZIP=-10.5, Synergy_Bliss=-8.97, Synergy_Loewe=-9.62, Synergy_HSA=-6.62. (7) Drug 1: CC12CCC(CC1=CCC3C2CCC4(C3CC=C4C5=CN=CC=C5)C)O. Drug 2: C1CCN(CC1)CCOC2=CC=C(C=C2)C(=O)C3=C(SC4=C3C=CC(=C4)O)C5=CC=C(C=C5)O. Cell line: HCT-15. Synergy scores: CSS=19.5, Synergy_ZIP=0.795, Synergy_Bliss=12.1, Synergy_Loewe=9.54, Synergy_HSA=9.90. (8) Drug 1: COC1=C(C=C2C(=C1)N=CN=C2NC3=CC(=C(C=C3)F)Cl)OCCCN4CCOCC4. Drug 2: CC1=C2C(C(=O)C3(C(CC4C(C3C(C(C2(C)C)(CC1OC(=O)C(C(C5=CC=CC=C5)NC(=O)C6=CC=CC=C6)O)O)OC(=O)C7=CC=CC=C7)(CO4)OC(=O)C)O)C)OC(=O)C. Cell line: UO-31. Synergy scores: CSS=37.3, Synergy_ZIP=-3.17, Synergy_Bliss=-0.193, Synergy_Loewe=4.17, Synergy_HSA=4.33. (9) Drug 1: C1CCC(C1)C(CC#N)N2C=C(C=N2)C3=C4C=CNC4=NC=N3. Drug 2: C1CCN(CC1)CCOC2=CC=C(C=C2)C(=O)C3=C(SC4=C3C=CC(=C4)O)C5=CC=C(C=C5)O. Cell line: MOLT-4. Synergy scores: CSS=12.3, Synergy_ZIP=-1.79, Synergy_Bliss=1.88, Synergy_Loewe=1.01, Synergy_HSA=1.29.